From a dataset of Full USPTO retrosynthesis dataset with 1.9M reactions from patents (1976-2016). Predict the reactants needed to synthesize the given product. (1) The reactants are: [C:1]([C:5]1[N:6]=[C:7]([N:21]2[CH2:25][CH2:24][C@H:23]([OH:26])[CH2:22]2)[C:8]2[C:9](=[N:11][N:12]([CH2:14][C:15]3C(C)=NO[N:16]=3)[N:13]=2)[N:10]=1)([CH3:4])([CH3:3])[CH3:2].C(C1N=C(N2CC[C@H](OC(=O)C(F)(F)F)C2)C2N=NNC=2N=1)(C)(C)C.ClCC1[O:58][N:57]=[C:56]([CH3:59])N=1. Given the product [C:1]([C:5]1[N:6]=[C:7]([N:21]2[CH2:25][CH2:24][C@H:23]([OH:26])[CH2:22]2)[C:8]2[C:9](=[N:11][N:12]([CH2:14][C:15]3[O:58][N:57]=[C:56]([CH3:59])[N:16]=3)[N:13]=2)[N:10]=1)([CH3:2])([CH3:3])[CH3:4], predict the reactants needed to synthesize it. (2) Given the product [O:1]=[C:2]1[N:7]([CH2:20][C:21]2[CH:22]=[N:23][CH:24]=[CH:25][CH:26]=2)[CH2:6][CH2:5][N:4]([C:8]([O:10][CH2:11][C:12]2[CH:17]=[CH:16][CH:15]=[CH:14][CH:13]=2)=[O:9])[CH2:3]1, predict the reactants needed to synthesize it. The reactants are: [O:1]=[C:2]1[NH:7][CH2:6][CH2:5][N:4]([C:8]([O:10][CH2:11][C:12]2[CH:17]=[CH:16][CH:15]=[CH:14][CH:13]=2)=[O:9])[CH2:3]1.Br.Br[CH2:20][C:21]1[CH:22]=[N:23][CH:24]=[CH:25][CH:26]=1.CN(C=O)C.[H-].[Na+]. (3) The reactants are: [Cl:1][C:2]1[CH:3]=[C:4]([CH:9]2[CH2:18][C:17]3[CH:16]=[N:15][C:14]4[N:19](CC5C=CC(OC)=CC=5)[N:20]=[CH:21][C:13]=4[C:12]=3[C:11]3[CH:31]=[CH:32][CH:33]=[CH:34][C:10]2=3)[CH:5]=[CH:6][C:7]=1[Cl:8].ClC1C=C(C2C3C(=CC=CC=3)C(=O)/C(=C/N(C)C)/C2)C=CC=1Cl.Cl.COC1C=CC(CN2C(N)=CC=N2)=CC=1.CCN(C(C)C)C(C)C. Given the product [Cl:1][C:2]1[CH:3]=[C:4]([CH:9]2[CH2:18][C:17]3[CH:16]=[N:15][C:14]4[NH:19][N:20]=[CH:21][C:13]=4[C:12]=3[C:11]3[CH:31]=[CH:32][CH:33]=[CH:34][C:10]2=3)[CH:5]=[CH:6][C:7]=1[Cl:8], predict the reactants needed to synthesize it. (4) The reactants are: [NH2:1][C:2]1[N:7]=[CH:6][N:5]=[C:4]2[N:8]([CH:12]([C:14]3[C:15]([O:32][CH3:33])=[C:16]([CH:22]4[CH2:25][N:24]([C@H:26]([CH3:31])[C:27]([O:29]C)=[O:28])[CH2:23]4)[C:17]([CH3:21])=[C:18]([Cl:20])[CH:19]=3)[CH3:13])[N:9]=[C:10]([CH3:11])[C:3]=12.[OH-].[Li+]. Given the product [NH2:1][C:2]1[N:7]=[CH:6][N:5]=[C:4]2[N:8]([CH:12]([C:14]3[C:15]([O:32][CH3:33])=[C:16]([CH:22]4[CH2:25][N:24]([C@H:26]([CH3:31])[C:27]([OH:29])=[O:28])[CH2:23]4)[C:17]([CH3:21])=[C:18]([Cl:20])[CH:19]=3)[CH3:13])[N:9]=[C:10]([CH3:11])[C:3]=12, predict the reactants needed to synthesize it. (5) The reactants are: [CH2:1]([NH:8][C:9]1[N:17]=[C:16]2[C:12]([N:13]=[CH:14][N:15]2[CH2:18][CH3:19])=[C:11]([NH2:20])[N:10]=1)[C:2]1[CH:7]=[CH:6][CH:5]=[CH:4][CH:3]=1.[Br:21]N1C(=O)CCC1=O. Given the product [CH2:1]([NH:8][C:9]1[N:17]=[C:16]2[C:12]([N:13]=[C:14]([Br:21])[N:15]2[CH2:18][CH3:19])=[C:11]([NH2:20])[N:10]=1)[C:2]1[CH:7]=[CH:6][CH:5]=[CH:4][CH:3]=1, predict the reactants needed to synthesize it. (6) The reactants are: [NH:1]1[C:9]2[C:4](=[CH:5][CH:6]=[C:7]([C:10]([O:12][CH3:13])=[O:11])[CH:8]=2)[CH:3]=[CH:2]1.[Cl-].[Al+3].[Cl-].[Cl-].Br[CH:19]([CH3:21])[CH3:20].C(=O)([O-])O.[Na+]. Given the product [CH:19]([C:3]1[C:4]2[C:9](=[CH:8][C:7]([C:10]([O:12][CH3:13])=[O:11])=[CH:6][CH:5]=2)[NH:1][CH:2]=1)([CH3:21])[CH3:20], predict the reactants needed to synthesize it. (7) Given the product [CH3:8][C:6]1([CH3:7])[C:2]([CH3:16])([CH3:1])[O:3][B:4]([C:9]2[CH:10]=[C:11]([N:15]3[CH2:22][CH2:21][O:20][CH2:19][CH2:18]3)[CH:12]=[CH:13][CH:14]=2)[O:5]1, predict the reactants needed to synthesize it. The reactants are: [CH3:1][C:2]1([CH3:16])[C:6]([CH3:8])([CH3:7])[O:5][B:4]([C:9]2[CH:10]=[C:11]([NH2:15])[CH:12]=[CH:13][CH:14]=2)[O:3]1.Br[CH2:18][CH2:19][O:20][CH2:21][CH2:22]Br.CCN(C(C)C)C(C)C.